Dataset: Forward reaction prediction with 1.9M reactions from USPTO patents (1976-2016). Task: Predict the product of the given reaction. (1) Given the reactants [Br-].[O:2]1[CH2:6][CH2:5][O:4][CH:3]1[CH2:7][CH2:8][P+](C1C=CC=CC=1)(C1C=CC=CC=1)C1C=CC=CC=1.CC(C)([O-])C.[K+].[CH:34]([CH:36]1[CH2:40][CH2:39][CH2:38][N:37]1[C:41]([O:43][CH2:44][C:45]1[CH:50]=[CH:49][CH:48]=[CH:47][CH:46]=1)=[O:42])=O.O, predict the reaction product. The product is: [O:4]1[CH2:5][CH2:6][O:2][CH:3]1[CH2:7][CH:8]=[CH:34][CH:36]1[CH2:40][CH2:39][CH2:38][N:37]1[C:41]([O:43][CH2:44][C:45]1[CH:50]=[CH:49][CH:48]=[CH:47][CH:46]=1)=[O:42]. (2) Given the reactants Cl[C:2]1[CH:27]=[CH:26][C:5]([C:6]([NH:8][C:9]2[S:10][C:11]3[C:17]([C:18]4[CH:23]=[CH:22][CH:21]=[CH:20][CH:19]=4)=[CH:16][CH:15]=[C:14]([O:24][CH3:25])[C:12]=3[N:13]=2)=[O:7])=[CH:4][N:3]=1.[NH:28]1[CH2:32][CH2:31][CH2:30][CH2:29]1, predict the reaction product. The product is: [CH3:25][O:24][C:14]1[C:12]2[N:13]=[C:9]([NH:8][C:6](=[O:7])[C:5]3[CH:26]=[CH:27][C:2]([N:28]4[CH2:32][CH2:31][CH2:30][CH2:29]4)=[N:3][CH:4]=3)[S:10][C:11]=2[C:17]([C:18]2[CH:23]=[CH:22][CH:21]=[CH:20][CH:19]=2)=[CH:16][CH:15]=1. (3) Given the reactants [NH2:1][C@@H:2]1[CH2:7][CH2:6][N:5]([C:8]([O:10][C:11]([CH3:14])([CH3:13])[CH3:12])=[O:9])[CH2:4][C@H:3]1[OH:15].[C:16](=N)([C:23]1[CH:28]=[CH:27][CH:26]=[CH:25][CH:24]=1)[C:17]1[CH:22]=[CH:21][CH:20]=[CH:19][CH:18]=1.C(N(CC)CC)C, predict the reaction product. The product is: [C:17]1([C:16](=[N:1][C@@H:2]2[CH2:7][CH2:6][N:5]([C:8]([O:10][C:11]([CH3:12])([CH3:14])[CH3:13])=[O:9])[CH2:4][C@H:3]2[OH:15])[C:23]2[CH:24]=[CH:25][CH:26]=[CH:27][CH:28]=2)[CH:22]=[CH:21][CH:20]=[CH:19][CH:18]=1. (4) Given the reactants [O:1]([C:8]1[C:9]([NH:21][C:22]2[S:26][N:25]=[C:24]([CH:27]3[CH2:32][CH2:31][NH:30][CH2:29][CH2:28]3)[N:23]=2)=[N:10][CH:11]=[C:12]([S:14][C:15]2[CH:20]=[CH:19][CH:18]=[CH:17][N:16]=2)[CH:13]=1)[C:2]1[CH:7]=[CH:6][CH:5]=[CH:4][CH:3]=1.[OH:33][C@@H:34]([CH3:38])[C:35](O)=[O:36].Cl.C(N=C=NCCCN(C)C)C.C(N(CC)CC)C, predict the reaction product. The product is: [OH:33][C@H:34]([CH3:38])[C:35]([N:30]1[CH2:31][CH2:32][CH:27]([C:24]2[N:23]=[C:22]([NH:21][C:9]3[C:8]([O:1][C:2]4[CH:7]=[CH:6][CH:5]=[CH:4][CH:3]=4)=[CH:13][C:12]([S:14][C:15]4[CH:20]=[CH:19][CH:18]=[CH:17][N:16]=4)=[CH:11][N:10]=3)[S:26][N:25]=2)[CH2:28][CH2:29]1)=[O:36]. (5) Given the reactants [F:1][C:2]([F:30])([C:14]1[N:18]2[CH:19]=[C:20]([C:24]3[CH:25]=[N:26][N:27]([CH3:29])[CH:28]=3)[CH:21]=[C:22]([F:23])[C:17]2=[N:16][N:15]=1)[C:3]1[CH:4]=[C:5]2[C:10](=[CH:11][CH:12]=1)[N:9]=[CH:8][C:7]([OH:13])=[CH:6]2.C1(P(C2C=CC=CC=2)C2C=CC=CC=2)C=CC=CC=1.O[CH2:51][CH2:52][CH2:53][N:54]1[CH2:59][CH2:58][O:57][CH2:56][CH2:55]1.N(C(OC(C)(C)C)=O)=NC(OC(C)(C)C)=O, predict the reaction product. The product is: [F:30][C:2]([F:1])([C:14]1[N:18]2[CH:19]=[C:20]([C:24]3[CH:25]=[N:26][N:27]([CH3:29])[CH:28]=3)[CH:21]=[C:22]([F:23])[C:17]2=[N:16][N:15]=1)[C:3]1[CH:4]=[C:5]2[C:10](=[CH:11][CH:12]=1)[N:9]=[CH:8][C:7]([O:13][CH2:51][CH2:52][CH2:53][N:54]1[CH2:59][CH2:58][O:57][CH2:56][CH2:55]1)=[CH:6]2. (6) Given the reactants [NH2:1][C:2]1[CH:7]=[CH:6][CH:5]=[C:4]([Br:8])[N:3]=1.[CH2:9]([O:11][C:12]([N:14]=[C:15]=[S:16])=[O:13])[CH3:10], predict the reaction product. The product is: [Br:8][C:4]1[N:3]=[C:2]([NH:1][C:15]([NH:14][C:12]([O:11][CH2:9][CH3:10])=[O:13])=[S:16])[CH:7]=[CH:6][CH:5]=1.